From a dataset of NCI-60 drug combinations with 297,098 pairs across 59 cell lines. Regression. Given two drug SMILES strings and cell line genomic features, predict the synergy score measuring deviation from expected non-interaction effect. (1) Drug 1: C1C(C(OC1N2C=NC3=C2NC=NCC3O)CO)O. Drug 2: C1C(C(OC1N2C=NC(=NC2=O)N)CO)O. Cell line: UACC62. Synergy scores: CSS=1.73, Synergy_ZIP=0.700, Synergy_Bliss=0.741, Synergy_Loewe=-0.287, Synergy_HSA=-1.20. (2) Drug 1: CC12CCC3C(C1CCC2=O)CC(=C)C4=CC(=O)C=CC34C. Drug 2: CCC(=C(C1=CC=CC=C1)C2=CC=C(C=C2)OCCN(C)C)C3=CC=CC=C3.C(C(=O)O)C(CC(=O)O)(C(=O)O)O. Cell line: SK-OV-3. Synergy scores: CSS=9.84, Synergy_ZIP=3.70, Synergy_Bliss=2.91, Synergy_Loewe=3.91, Synergy_HSA=3.95.